From a dataset of Catalyst prediction with 721,799 reactions and 888 catalyst types from USPTO. Predict which catalyst facilitates the given reaction. (1) Reactant: [C:1]([O:5][C:6]([NH:8][C:9]1[CH:14]=[CH:13][C:12]([S:15][C:16]2[CH:24]=[CH:23][C:19]([C:20](O)=[O:21])=[CH:18][C:17]=2[NH:25][C:26]2[C:27]3[CH:35]=[CH:34][C:33]([CH:36]([CH3:38])[CH3:37])=[N:32][C:28]=3[N:29]=[CH:30][N:31]=2)=[CH:11][CH:10]=1)=[O:7])([CH3:4])([CH3:3])[CH3:2].F[B-](F)(F)F.N1(OC(N(C)C)=[N+](C)C)C2C=CC=CC=2N=N1.[P:61]([O:79][C:80]([CH3:83])([CH3:82])[CH3:81])([O:74][C:75]([CH3:78])([CH3:77])[CH3:76])([O:63][CH2:64][C:65]([NH2:73])([C:67]1[CH:72]=[CH:71][CH:70]=[CH:69][CH:68]=1)[CH3:66])=[O:62].C(N(CC)C(C)C)(C)C. Product: [C:80]([O:79][P:61]([O:63][CH2:64][C:65]([NH:73][C:20]([C:19]1[CH:23]=[CH:24][C:16]([S:15][C:12]2[CH:13]=[CH:14][C:9]([NH:8][C:6](=[O:7])[O:5][C:1]([CH3:2])([CH3:4])[CH3:3])=[CH:10][CH:11]=2)=[C:17]([NH:25][C:26]2[C:27]3[CH:35]=[CH:34][C:33]([CH:36]([CH3:37])[CH3:38])=[N:32][C:28]=3[N:29]=[CH:30][N:31]=2)[CH:18]=1)=[O:21])([C:67]1[CH:68]=[CH:69][CH:70]=[CH:71][CH:72]=1)[CH3:66])([O:74][C:75]([CH3:78])([CH3:76])[CH3:77])=[O:62])([CH3:81])([CH3:82])[CH3:83]. The catalyst class is: 58. (2) Reactant: [Cl:1][C:2]1[CH:26]=[CH:25][C:5]([O:6][C:7]2[CH:12]=[N:11][CH:10]=[C:9]3[S:13][C:14]([C:16]4[CH:21]=[CH:20][C:19]([N+:22]([O-])=O)=[CH:18][CH:17]=4)=[CH:15][C:8]=23)=[CH:4][CH:3]=1.O.O.[Sn](Cl)Cl. Product: [Cl:1][C:2]1[CH:26]=[CH:25][C:5]([O:6][C:7]2[CH:12]=[N:11][CH:10]=[C:9]3[S:13][C:14]([C:16]4[CH:21]=[CH:20][C:19]([NH2:22])=[CH:18][CH:17]=4)=[CH:15][C:8]=23)=[CH:4][CH:3]=1. The catalyst class is: 811. (3) Reactant: C[C:2]1[C:9]([OH:10])=[C:8]([O:11][C:12]2[CH:17]=[CH:16][C:15]([B:18]3[O:22][C:21](C)(C)C(C)(C)[O:19]3)=[C:14](C=O)[CH:13]=2)[CH:7]=[CH:6][C:3]=1[C:4]#[N:5].[BH4-].[Na+]. Product: [C:4]([C:3]1[CH:6]=[CH:7][C:8]([O:11][C:12]2[CH:13]=[CH:14][C:15]3[B:18]([OH:19])[O:22][CH2:21][C:16]=3[CH:17]=2)=[C:9]([OH:10])[CH:2]=1)#[N:5]. The catalyst class is: 5. (4) Reactant: [CH3:1][CH:2]([CH3:22])[CH2:3][C@H:4]([N:8]1[CH2:12][C:11]([O:13][C:14]2[CH:19]=[CH:18][CH:17]=[CH:16][C:15]=2[CH3:20])=[CH:10][C:9]1=[O:21])[C:5]([OH:7])=O.[CH3:23][C:24]1([CH3:36])[O:28][C@H:27]([CH2:29][N:30]2[CH:34]=[CH:33][C:32]([NH2:35])=[N:31]2)[CH2:26][O:25]1.F[P-](F)(F)(F)(F)F.N1(O[P+](N(C)C)(N(C)C)N(C)C)C2C=CC=CC=2N=N1.C(N(CC)CC)C. Product: [CH3:23][C:24]1([CH3:36])[O:28][C@H:27]([CH2:29][N:30]2[CH:34]=[CH:33][C:32]([NH:35][C:5](=[O:7])[C@@H:4]([N:8]3[CH2:12][C:11]([O:13][C:14]4[CH:19]=[CH:18][CH:17]=[CH:16][C:15]=4[CH3:20])=[CH:10][C:9]3=[O:21])[CH2:3][CH:2]([CH3:1])[CH3:22])=[N:31]2)[CH2:26][O:25]1. The catalyst class is: 9.